From a dataset of Reaction yield outcomes from USPTO patents with 853,638 reactions. Predict the reaction yield, written as a fraction of the theoretical maximum amount of product (1.0 means a 100% yield; for example, 0.34 means a 34% yield). The reactants are [NH2:1][C:2]1[CH:3]=[C:4]([CH:21]=[CH:22][CH:23]=1)[O:5][C:6]1[CH:7]=[CH:8][C:9]2[N:10]([CH:12]=[C:13]([NH:15][C:16]([CH:18]3[CH2:20][CH2:19]3)=[O:17])[N:14]=2)[N:11]=1.[CH3:24][N:25]1[C:29]([C:30](Cl)=[O:31])=[CH:28][C:27]([CH3:33])=[N:26]1.O. The catalyst is CN(C)C(=O)C. The product is [CH:18]1([C:16]([NH:15][C:13]2[N:14]=[C:9]3[CH:8]=[CH:7][C:6]([O:5][C:4]4[CH:3]=[C:2]([NH:1][C:30]([C:29]5[N:25]([CH3:24])[N:26]=[C:27]([CH3:33])[CH:28]=5)=[O:31])[CH:23]=[CH:22][CH:21]=4)=[N:11][N:10]3[CH:12]=2)=[O:17])[CH2:20][CH2:19]1. The yield is 0.250.